The task is: Predict the reaction yield, written as a fraction of the theoretical maximum amount of product (1.0 means a 100% yield; for example, 0.34 means a 34% yield).. This data is from Reaction yield outcomes from USPTO patents with 853,638 reactions. (1) The reactants are [C:1]([C:3]1[CH:8]=[CH:7][C:6]([C:9]2[CH:10]=[N:11][N:12]([C:15]3[CH:23]=[CH:22][C:18]([C:19]([OH:21])=O)=[CH:17][N:16]=3)[C:13]=2[OH:14])=[CH:5][CH:4]=1)#[N:2].CCN=C=NCCCN(C)C.C1C=CC2N(O)N=NC=2C=1.C(N(CC)C(C)C)(C)C.[NH2:54][C@H:55]([CH2:59][CH3:60])[CH2:56][C:57]#[N:58]. The catalyst is CN(C=O)C. The product is [C:57]([CH2:56][C@H:55]([NH:54][C:19](=[O:21])[C:18]1[CH:22]=[CH:23][C:15]([N:12]2[C:13]([OH:14])=[C:9]([C:6]3[CH:5]=[CH:4][C:3]([C:1]#[N:2])=[CH:8][CH:7]=3)[CH:10]=[N:11]2)=[N:16][CH:17]=1)[CH2:59][CH3:60])#[N:58]. The yield is 0.440. (2) The reactants are [F:1][C:2]1[CH:3]=[C:4]([NH:9][C:10]([C:12]2[C:13]([CH3:26])=[N:14][S:15][C:16]=2[NH:17][C:18]2[CH:23]=[N:22][CH:21]=[C:20]([CH:24]=[CH2:25])[N:19]=2)=[O:11])[CH:5]=[CH:6][C:7]=1[F:8]. The catalyst is CO.[Pd]. The yield is 0.310. The product is [F:1][C:2]1[CH:3]=[C:4]([NH:9][C:10]([C:12]2[C:13]([CH3:26])=[N:14][S:15][C:16]=2[NH:17][C:18]2[CH:23]=[N:22][CH:21]=[C:20]([CH2:24][CH3:25])[N:19]=2)=[O:11])[CH:5]=[CH:6][C:7]=1[F:8]. (3) The reactants are Cl[C:2]1[N:11]=[C:10]([NH:12][CH2:13][CH:14]([C:21]2[CH:26]=[CH:25][CH:24]=[CH:23][CH:22]=2)[C:15]2[CH:20]=[CH:19][CH:18]=[CH:17][CH:16]=2)[C:9]2[C:4](=[CH:5][CH:6]=[CH:7][CH:8]=2)[N:3]=1.[CH3:27][N:28]1[CH:36]=[C:35]2[C:30]([CH:31]=[CH:32][C:33](B(O)O)=[CH:34]2)=[N:29]1.C(NC1C2C(=CC=CC=2)N=C(C2SC3C=CC=CC=3C=2)N=1)(C1C=CC=CC=1)C1C=CC=CC=1. The catalyst is C1CCCCC1.CCOC(C)=O. The product is [C:15]1([CH:14]([C:21]2[CH:26]=[CH:25][CH:24]=[CH:23][CH:22]=2)[CH2:13][NH:12][C:10]2[C:9]3[C:4](=[CH:5][CH:6]=[CH:7][CH:8]=3)[N:3]=[C:2]([C:33]3[CH:32]=[CH:31][C:30]4[C:35](=[CH:36][N:28]([CH3:27])[N:29]=4)[CH:34]=3)[N:11]=2)[CH:20]=[CH:19][CH:18]=[CH:17][CH:16]=1. The yield is 0.470. (4) The catalyst is O1CCCC1.[I-].C([N+](CCCC)(CCCC)CCCC)CCC. The reactants are [CH3:1][C:2]1([CH3:21])[CH:6]([C:7]2[CH:12]=[CH:11][CH:10]=[CH:9][CH:8]=2)[C:5]2[C:13]([CH3:20])=[C:14]([NH2:19])[C:15]([CH3:18])=[C:16]([CH3:17])[C:4]=2[O:3]1.[C:22](=[O:25])([O-])[O-:23].[Na+].[Na+]. The product is [CH3:1][C:2]1([CH3:21])[CH:6]([C:7]2[CH:8]=[CH:9][CH:10]=[CH:11][CH:12]=2)[C:5]2[C:13]([CH3:20])=[C:14]([N:19]3[CH2:20][C:13]4[CH:14]=[C:15]5[O:23][CH2:22][O:25][C:16]5=[CH:4][C:5]=4[CH2:6]3)[C:15]([CH3:18])=[C:16]([CH3:17])[C:4]=2[O:3]1. The yield is 0.560. (5) The reactants are [NH2:1][CH2:2][C:3]1[CH:8]=[CH:7][C:6]([C:9]2[C:17]3[C:16]([NH2:18])=[N:15][CH:14]=[N:13][C:12]=3[N:11]([S:19]([C:22]3[CH:27]=[CH:26][CH:25]=[CH:24][CH:23]=3)(=[O:21])=[O:20])[CH:10]=2)=[CH:5][CH:4]=1.F[C:29]1[C:36]([C:37]2[O:38][CH:39]=[CH:40][N:41]=2)=[CH:35][C:32]([C:33]#[N:34])=[CH:31][N:30]=1.CCN(CC)CC.O. The catalyst is CS(C)=O. The product is [NH2:18][C:16]1[C:17]2[C:9]([C:6]3[CH:7]=[CH:8][C:3]([CH2:2][NH:1][C:29]4[C:36]([C:37]5[O:38][CH:39]=[CH:40][N:41]=5)=[CH:35][C:32]([C:33]#[N:34])=[CH:31][N:30]=4)=[CH:4][CH:5]=3)=[CH:10][N:11]([S:19]([C:22]3[CH:23]=[CH:24][CH:25]=[CH:26][CH:27]=3)(=[O:20])=[O:21])[C:12]=2[N:13]=[CH:14][N:15]=1. The yield is 0.910. (6) The reactants are [C:1]([C:3]1[CH:4]=[CH:5][C:6](Cl)=[N:7][CH:8]=1)#[N:2].[C:10]1(B(O)O)[CH:15]=[CH:14][CH:13]=[CH:12][CH:11]=1.C([O-])([O-])=O.[Na+].[Na+]. The catalyst is C1(C)C=CC=CC=1.CCOC(C)=O.[Pd].C1(P(C2C=CC=CC=2)C2C=CC=CC=2)C=CC=CC=1.C1(P(C2C=CC=CC=2)C2C=CC=CC=2)C=CC=CC=1.C1(P(C2C=CC=CC=2)C2C=CC=CC=2)C=CC=CC=1.C1(P(C2C=CC=CC=2)C2C=CC=CC=2)C=CC=CC=1. The product is [C:10]1([C:6]2[CH:5]=[CH:4][C:3]([C:1]#[N:2])=[CH:8][N:7]=2)[CH:15]=[CH:14][CH:13]=[CH:12][CH:11]=1. The yield is 0.940. (7) The reactants are [OH:1]C(CCCC[C@H]1[C@@H]2[C@@H](NC(N2)=O)CS1)=O.OO.[OH:19][C:20]([CH2:22][CH2:23][CH2:24][CH2:25][C@H:26]1[C@@H:35]2[C@@H:30]([NH:31][C:32]([NH:34]2)=[O:33])[CH2:29][S:27]1=[O:28])=[O:21]. The catalyst is CC(O)=O. The product is [O:33]=[C:32]1[NH:34][C@H:35]2[C@H:30]([CH2:29][S:27](=[O:1])(=[O:28])[C@H:26]2[CH2:25][CH2:24][CH2:23][CH2:22][C:20]([OH:19])=[O:21])[NH:31]1. The yield is 0.870.